Task: Binary Classification. Given a drug SMILES string, predict its activity (active/inactive) in a high-throughput screening assay against a specified biological target.. Dataset: Cav3 T-type calcium channel HTS with 100,875 compounds The molecule is O=C1N(CC(=O)N(C1)c1cc(OC)c(OC)cc1)c1cc(OC)c(OC)cc1. The result is 0 (inactive).